This data is from NCI-60 drug combinations with 297,098 pairs across 59 cell lines. The task is: Regression. Given two drug SMILES strings and cell line genomic features, predict the synergy score measuring deviation from expected non-interaction effect. Drug 1: CNC(=O)C1=CC=CC=C1SC2=CC3=C(C=C2)C(=NN3)C=CC4=CC=CC=N4. Drug 2: CCC1=CC2CC(C3=C(CN(C2)C1)C4=CC=CC=C4N3)(C5=C(C=C6C(=C5)C78CCN9C7C(C=CC9)(C(C(C8N6C)(C(=O)OC)O)OC(=O)C)CC)OC)C(=O)OC.C(C(C(=O)O)O)(C(=O)O)O. Cell line: RPMI-8226. Synergy scores: CSS=63.9, Synergy_ZIP=19.0, Synergy_Bliss=18.6, Synergy_Loewe=-14.5, Synergy_HSA=15.5.